Dataset: HIV replication inhibition screening data with 41,000+ compounds from the AIDS Antiviral Screen. Task: Binary Classification. Given a drug SMILES string, predict its activity (active/inactive) in a high-throughput screening assay against a specified biological target. (1) The molecule is CC1(C)OC(C(C)(C)O)C(C(C)(C)O)O1. The result is 0 (inactive). (2) The molecule is CC1(C)C2CC1C(Cc1ccc(CC3c4cc(-c5ccccn5)ncc4C4CC3C4(C)C)cc1)c1cc(-c3ccccn3)ncc12. The result is 0 (inactive). (3) The molecule is CC(=O)NCS(=O)(=O)O. The result is 0 (inactive). (4) The compound is Cc1nc2ccc(Cl)cc2c2c1CCN2c1ccc(F)cc1. The result is 0 (inactive). (5) The molecule is O=C1NC(=O)C(=Cc2ccc(S(=O)(=O)NN=Cc3ccc(Cl)cc3)cc2)N1. The result is 0 (inactive). (6) The result is 0 (inactive). The molecule is O=C(O)CCCCCCCCCCCCCCC(=O)O. (7) The drug is CC12C=CC3(CCC4C(C)(CO)CCCC4(C)C3CC1)C2. The result is 0 (inactive). (8) The result is 0 (inactive). The drug is CCOC(=O)Cc1ccc(-c2cn3c(n2)sc2ccccc23)cc1. (9) The molecule is CN(C)c1ccc(C2CC(c3ccc4ccccc4c3O)=NN2)cc1. The result is 0 (inactive).